Dataset: Forward reaction prediction with 1.9M reactions from USPTO patents (1976-2016). Task: Predict the product of the given reaction. (1) The product is: [CH2:1]([O:3][C:4]([C:6]1[CH:7]=[N:8][C:9]2[C:14]([C:15]=1[O:16][S:32]([C:31]([F:44])([F:43])[F:30])(=[O:34])=[O:33])=[CH:13][CH:12]=[C:11]([C:17]([F:20])([F:18])[F:19])[CH:10]=2)=[O:5])[CH3:2]. Given the reactants [CH2:1]([O:3][C:4]([C:6]1[CH:7]=[N:8][C:9]2[C:14]([C:15]=1[OH:16])=[CH:13][CH:12]=[C:11]([C:17]([F:20])([F:19])[F:18])[CH:10]=2)=[O:5])[CH3:2].ClCCl.N1C=CC=CC=1.[F:30][C:31]([F:44])([F:43])[S:32](O[S:32]([C:31]([F:44])([F:43])[F:30])(=[O:34])=[O:33])(=[O:34])=[O:33], predict the reaction product. (2) Given the reactants OC(C(F)(F)F)=O.Br[C:9]1[CH:10]=[C:11]2[C:18]3([O:22][N:21]([CH3:23])[C:20]([NH2:24])=[N:19]3)[CH2:17][CH:16]([C:25]3[CH:30]=[CH:29][CH:28]=[CH:27][CH:26]=3)[O:15][C:12]2=[CH:13][CH:14]=1.[N:31]1[CH:36]=[CH:35][CH:34]=[C:33](B(O)O)[CH:32]=1.C([O-])([O-])=O.[Cs+].[Cs+], predict the reaction product. The product is: [CH3:23][N:21]1[C:20]([NH2:24])=[N:19][C:18]2([C:11]3[C:12](=[CH:13][CH:14]=[C:9]([C:33]4[CH:32]=[N:31][CH:36]=[CH:35][CH:34]=4)[CH:10]=3)[O:15][CH:16]([C:25]3[CH:30]=[CH:29][CH:28]=[CH:27][CH:26]=3)[CH2:17]2)[O:22]1. (3) Given the reactants COC(C1CC(=O)[N:7](C2C=CC(O)=CC=2)[CH2:6]1)=O.FC(F)(F)OC1C=C(C=CC=1)CBr.C[O:32][C:33]([CH:35]1[CH2:39][C:38](=[O:40])[N:37]([C:41]2[CH:46]=[CH:45][C:44]([O:47][CH2:48][C:49]3[CH:54]=[CH:53][CH:52]=[C:51]([O:55][C:56]([F:59])([F:58])[F:57])[CH:50]=3)=[CH:43][CH:42]=2)[CH2:36]1)=O, predict the reaction product. The product is: [CH3:6][NH2:7].[CH3:6][NH:7][C:33]([CH:35]1[CH2:39][C:38](=[O:40])[N:37]([C:41]2[CH:46]=[CH:45][C:44]([O:47][CH2:48][C:49]3[CH:54]=[CH:53][CH:52]=[C:51]([O:55][C:56]([F:59])([F:58])[F:57])[CH:50]=3)=[CH:43][CH:42]=2)[CH2:36]1)=[O:32]. (4) Given the reactants C(O[C:6]([N:8]1[CH2:12][CH2:11][C@@H:10]([O:13][Si](C(C)(C)C)(C)C)[C@H:9]1[C@@H:21](O)[C:22]([F:25])([F:24])[F:23])=[O:7])(C)(C)C.[N:27]([C:30]1[CH:37]=[CH:36][C:33]([C:34]#[N:35])=[C:32]([Cl:38])[C:31]=1[F:39])=C=O, predict the reaction product. The product is: [Cl:38][C:32]1[C:31]([F:39])=[C:30]([N:27]2[C@H:21]([C:22]([F:23])([F:24])[F:25])[C@@H:9]3[C@H:10]([OH:13])[CH2:11][CH2:12][N:8]3[C:6]2=[O:7])[CH:37]=[CH:36][C:33]=1[C:34]#[N:35]. (5) Given the reactants CO[N:3]=[C:4]1[C:12]2[C:7](=[N:8][CH:9]=[CH:10][CH:11]=2)[O:6][CH2:5]1, predict the reaction product. The product is: [O:6]1[C:7]2=[N:8][CH:9]=[CH:10][CH:11]=[C:12]2[CH:4]([NH2:3])[CH2:5]1. (6) Given the reactants C([O:3][C:4]([C:6]1[CH:11]=[CH:10][C:9]([C:12]2[CH:17]=[CH:16][CH:15]=[CH:14][C:13]=2[O:18][CH3:19])=[CH:8][CH:7]=1)=[O:5])C.[OH-].[Na+], predict the reaction product. The product is: [CH3:19][O:18][C:13]1[CH:14]=[CH:15][CH:16]=[CH:17][C:12]=1[C:9]1[CH:10]=[CH:11][C:6]([C:4]([OH:5])=[O:3])=[CH:7][CH:8]=1. (7) Given the reactants Br[C:2]1[CH:3]=[C:4]2[C@:15]3([CH2:19][O:18][C:17]([NH2:20])=[N:16]3)[C:14]3[C:9](=[CH:10][CH:11]=[C:12]([C:21]4[CH:22]=[N:23][CH:24]=[N:25][CH:26]=4)[CH:13]=3)[O:8][C:5]2=[N:6][CH:7]=1.[O:27]1[CH2:32][CH:31]=[C:30](B2OC(C)(C)C(C)(C)O2)[CH2:29][CH2:28]1.C(=O)([O-])[O-].[K+].[K+], predict the reaction product. The product is: [O:27]1[CH2:28][CH:29]=[C:30]([C:2]2[CH:3]=[C:4]3[C@:15]4([CH2:19][O:18][C:17]([NH2:20])=[N:16]4)[C:14]4[C:9](=[CH:10][CH:11]=[C:12]([C:21]5[CH:22]=[N:23][CH:24]=[N:25][CH:26]=5)[CH:13]=4)[O:8][C:5]3=[N:6][CH:7]=2)[CH2:31][CH2:32]1. (8) Given the reactants CCN(C(C)C)C(C)C.[OH:10][C:11]1[CH:12]=[CH:13][CH:14]=[C:15]2[C:20]=1[O:19][C:18](=[O:21])[C:17]([C:22]([OH:24])=O)=[CH:16]2.CN(C(ON1N=NC2C=CC=NC1=2)=[N+](C)C)C.F[P-](F)(F)(F)(F)F.[CH3:49][C:50]1[C:54]([C:55]2[CH:56]=[C:57]([NH2:61])[CH:58]=[CH:59][CH:60]=2)=[C:53]([CH3:62])[O:52][N:51]=1, predict the reaction product. The product is: [CH3:49][C:50]1[C:54]([C:55]2[CH:56]=[C:57]([NH:61][C:22]([C:17]3[C:18](=[O:21])[O:19][C:20]4[C:15]([CH:16]=3)=[CH:14][CH:13]=[CH:12][C:11]=4[OH:10])=[O:24])[CH:58]=[CH:59][CH:60]=2)=[C:53]([CH3:62])[O:52][N:51]=1.